From a dataset of Reaction yield outcomes from USPTO patents with 853,638 reactions. Predict the reaction yield, written as a fraction of the theoretical maximum amount of product (1.0 means a 100% yield; for example, 0.34 means a 34% yield). (1) The reactants are Br[CH2:2][C:3]1[N:7]([CH3:8])[N:6]=[C:5]([N+:9]([O-:11])=[O:10])[CH:4]=1.[CH3:12][O-:13].[Na+]. The catalyst is CO. The product is [CH3:12][O:13][CH2:2][C:3]1[N:7]([CH3:8])[N:6]=[C:5]([N+:9]([O-:11])=[O:10])[CH:4]=1. The yield is 0.900. (2) The reactants are [NH:1]([C:3]([S:5][CH3:6])=[NH:4])[NH2:2].O.[F:8][C:9]1[CH:14]=[C:13]([F:15])[CH:12]=[CH:11][C:10]=1[C:16]([CH:18]=O)=O. No catalyst specified. The product is [CH3:6][S:5][C:3]1[N:1]=[N:2][CH:18]=[C:16]([C:10]2[CH:11]=[CH:12][C:13]([F:15])=[CH:14][C:9]=2[F:8])[N:4]=1. The yield is 0.780. (3) The reactants are [NH2:1][C:2]1[CH:23]=[CH:22][C:5]([O:6][C:7]2[CH:16]=[CH:15][N:14]=[C:13]3[C:8]=2[C:9]2[CH2:21][CH2:20][CH2:19][CH2:18][C:10]=2[C:11](=[O:17])[NH:12]3)=[CH:4][CH:3]=1.ClC(Cl)(Cl)C[O:27][C:28](=O)[NH:29][C:30]1[N:31]([C:39]2[CH:40]=[C:41]([CH3:45])[CH:42]=[CH:43][CH:44]=2)[N:32]=[C:33]([C:35]([CH3:38])([CH3:37])[CH3:36])[CH:34]=1.CCN(C(C)C)C(C)C. The catalyst is CS(C)=O.CCOC(C)=O.O. The product is [C:35]([C:33]1[CH:34]=[C:30]([NH:29][C:28]([NH:1][C:2]2[CH:23]=[CH:22][C:5]([O:6][C:7]3[CH:16]=[CH:15][N:14]=[C:13]4[C:8]=3[C:9]3[CH2:21][CH2:20][CH2:19][CH2:18][C:10]=3[C:11](=[O:17])[NH:12]4)=[CH:4][CH:3]=2)=[O:27])[N:31]([C:39]2[CH:40]=[C:41]([CH3:45])[CH:42]=[CH:43][CH:44]=2)[N:32]=1)([CH3:38])([CH3:36])[CH3:37]. The yield is 0.250. (4) The reactants are Cl[C:2]1[C:3]2[CH:11]=[CH:10][S:9][C:4]=2[N:5]=[C:6]([CH3:8])[N:7]=1.C[C:13]1[N:14]=[C:15](O)[C:16]2[CH:21]=[CH:20]SC=2N=1.CN(C)[CH:25]=[O:26].P(Cl)(Cl)(Cl)=O.Cl[CH2:34][CH2:35]Cl. No catalyst specified. The product is [CH3:25][O:26][C:20]1[CH:21]=[CH:16][C:15]([N:14]([CH3:13])[C:2]2[C:3]3[CH:11]=[CH:10][S:9][C:4]=3[N:5]=[C:6]([CH3:8])[N:7]=2)=[CH:35][CH:34]=1. The yield is 0.780.